The task is: Predict the product of the given reaction.. This data is from Forward reaction prediction with 1.9M reactions from USPTO patents (1976-2016). (1) Given the reactants [CH3:1][C:2]([C:6]1[CH:7]=[C:8]([CH2:17]N2N=CN=C2)[CH:9]=[C:10]([C:12]([C:15]#[N:16])([CH3:14])[CH3:13])[CH:11]=1)([C:4]#[N:5])[CH3:3].C(CC(C1C=C(C=C(C(CC#N)C)C=1)CBr)C)#N, predict the reaction product. The product is: [C:15]([C:12]([C:10]1[CH:9]=[C:8]([CH3:17])[CH:7]=[C:6]([C:2]([C:4]#[N:5])([CH3:1])[CH3:3])[CH:11]=1)([CH3:14])[CH3:13])#[N:16]. (2) Given the reactants N[C@H](C(O)=O)CCSC.[Br:10][C:11]1[CH2:17][N:16](CC2C=CC(OC)=CC=2OC)[C:15](=[O:29])[C@H:14]([NH:30][C:31](=[O:40])[O:32][CH2:33][C:34]2[CH:39]=[CH:38][CH:37]=[CH:36][CH:35]=2)[CH2:13][CH:12]=1, predict the reaction product. The product is: [Br:10][C:11]1[CH2:17][NH:16][C:15](=[O:29])[C@H:14]([NH:30][C:31](=[O:40])[O:32][CH2:33][C:34]2[CH:39]=[CH:38][CH:37]=[CH:36][CH:35]=2)[CH2:13][CH:12]=1. (3) Given the reactants [Cl:1][C:2]1[N:3]=[C:4](Cl)[C:5]2[CH2:11][O:10][CH2:9][CH:8]([C:12]3[CH:17]=[CH:16][C:15]([O:18][C:19]([F:22])([F:21])[F:20])=[CH:14][CH:13]=3)[C:6]=2[N:7]=1.[CH3:24][NH2:25], predict the reaction product. The product is: [Cl:1][C:2]1[N:3]=[C:4]([NH:25][CH3:24])[C:5]2[CH2:11][O:10][CH2:9][CH:8]([C:12]3[CH:17]=[CH:16][C:15]([O:18][C:19]([F:22])([F:21])[F:20])=[CH:14][CH:13]=3)[C:6]=2[N:7]=1. (4) Given the reactants [NH2:1][C:2]1[CH:3]=[C:4]([OH:12])[C:5](=[CH:10][CH:11]=1)[C:6]([O:8][CH3:9])=[O:7].[CH:13]([C:16]1[CH:17]=[CH:18][C:19]2[O:23][C:22]([S:24](Cl)(=[O:26])=[O:25])=[C:21]([CH3:28])[C:20]=2[CH:29]=1)([CH3:15])[CH3:14], predict the reaction product. The product is: [OH:12][C:4]1[CH:3]=[C:2]([NH:1][S:24]([C:22]2[O:23][C:19]3[CH:18]=[CH:17][C:16]([CH:13]([CH3:15])[CH3:14])=[CH:29][C:20]=3[C:21]=2[CH3:28])(=[O:25])=[O:26])[CH:11]=[CH:10][C:5]=1[C:6]([O:8][CH3:9])=[O:7]. (5) The product is: [NH2:54][CH:24]1[CH2:25][CH2:20][CH2:21][CH2:22][N:23]1[S:26]([C:29]1[C:30]([OH:44])=[C:31]([NH:36][C:37]2[C:40](=[O:41])[C:39](=[O:42])[C:38]=2[NH:46][C:47]2[CH:52]=[CH:51][CH:50]=[CH:49][CH:48]=2)[CH:32]=[CH:33][C:34]=1[Cl:35])(=[O:27])=[O:28]. Given the reactants C1(C2C=CC=CC=2)C=CC=CC=1.C(OC(=O)N[CH:20]1[CH2:25][CH2:24][N:23]([S:26]([C:29]2[C:34]([Cl:35])=[CH:33][CH:32]=[C:31]([NH:36][C:37]3[C:40](=[O:41])[C:39](=[O:42])[C:38]=3Cl)[C:30]=2[OH:44])(=[O:28])=[O:27])[CH2:22][CH2:21]1)(C)(C)C.[NH2:46][C:47]1[CH:52]=[CH:51][CH:50]=[CH:49][CH:48]=1.C[N:54](C=O)C, predict the reaction product.